Dataset: Full USPTO retrosynthesis dataset with 1.9M reactions from patents (1976-2016). Task: Predict the reactants needed to synthesize the given product. Given the product [CH3:1][O:2][C:3]([C:5]1[N:6]([CH2:23][C:24]2[CH:29]=[CH:28][C:27]([CH2:30][S:31]([C:32]3[CH:33]=[CH:34][C:35]([C:38]([O:40][CH3:41])=[O:39])=[CH:36][CH:37]=3)=[O:50])=[CH:26][CH:25]=2)[C:7](=[O:22])[C:8]2[C:13]([C:14]=1[C:15]1[CH:16]=[CH:17][CH:18]=[CH:19][CH:20]=1)=[CH:12][C:11]([Br:21])=[CH:10][CH:9]=2)=[O:4], predict the reactants needed to synthesize it. The reactants are: [CH3:1][O:2][C:3]([C:5]1[N:6]([CH2:23][C:24]2[CH:29]=[CH:28][C:27]([CH2:30][S:31][C:32]3[CH:37]=[CH:36][C:35]([C:38]([O:40][CH3:41])=[O:39])=[CH:34][CH:33]=3)=[CH:26][CH:25]=2)[C:7](=[O:22])[C:8]2[C:13]([C:14]=1[C:15]1[CH:20]=[CH:19][CH:18]=[CH:17][CH:16]=1)=[CH:12][C:11]([Br:21])=[CH:10][CH:9]=2)=[O:4].ClC1C=CC=C(C(OO)=[O:50])C=1.